Dataset: NCI-60 drug combinations with 297,098 pairs across 59 cell lines. Task: Regression. Given two drug SMILES strings and cell line genomic features, predict the synergy score measuring deviation from expected non-interaction effect. (1) Drug 1: CC1=C(C(=CC=C1)Cl)NC(=O)C2=CN=C(S2)NC3=CC(=NC(=N3)C)N4CCN(CC4)CCO. Drug 2: C1=CN(C=N1)CC(O)(P(=O)(O)O)P(=O)(O)O. Cell line: UO-31. Synergy scores: CSS=23.5, Synergy_ZIP=-6.34, Synergy_Bliss=0.965, Synergy_Loewe=-36.1, Synergy_HSA=1.53. (2) Drug 1: C1=NC(=NC(=O)N1C2C(C(C(O2)CO)O)O)N. Drug 2: CN(CCCl)CCCl.Cl. Cell line: HCC-2998. Synergy scores: CSS=50.5, Synergy_ZIP=-1.41, Synergy_Bliss=-0.443, Synergy_Loewe=-7.72, Synergy_HSA=4.83. (3) Drug 1: CN1C2=C(C=C(C=C2)N(CCCl)CCCl)N=C1CCCC(=O)O.Cl. Drug 2: CC12CCC3C(C1CCC2O)C(CC4=C3C=CC(=C4)O)CCCCCCCCCS(=O)CCCC(C(F)(F)F)(F)F. Cell line: IGROV1. Synergy scores: CSS=2.62, Synergy_ZIP=-1.18, Synergy_Bliss=0.303, Synergy_Loewe=-0.241, Synergy_HSA=0.141. (4) Synergy scores: CSS=46.4, Synergy_ZIP=1.64, Synergy_Bliss=1.83, Synergy_Loewe=4.26, Synergy_HSA=5.92. Cell line: SNB-19. Drug 1: CCC1=CC2CC(C3=C(CN(C2)C1)C4=CC=CC=C4N3)(C5=C(C=C6C(=C5)C78CCN9C7C(C=CC9)(C(C(C8N6C)(C(=O)OC)O)OC(=O)C)CC)OC)C(=O)OC.C(C(C(=O)O)O)(C(=O)O)O. Drug 2: CC1CCC2CC(C(=CC=CC=CC(CC(C(=O)C(C(C(=CC(C(=O)CC(OC(=O)C3CCCCN3C(=O)C(=O)C1(O2)O)C(C)CC4CCC(C(C4)OC)OCCO)C)C)O)OC)C)C)C)OC.